Predict the product of the given reaction. From a dataset of Forward reaction prediction with 1.9M reactions from USPTO patents (1976-2016). (1) Given the reactants [NH2:1][C:2]1[CH:7]=[CH:6][C:5]([N:8]2[C:14](=[O:15])[CH2:13][C:12](=[O:16])[NH:11][C:10]3[C:17]4[C:22]([CH:23]=[CH:24][C:9]2=3)=[CH:21][CH:20]=[CH:19][CH:18]=4)=[CH:4][CH:3]=1.[F:25][C:26]1[CH:34]=[CH:33][CH:32]=[CH:31][C:27]=1[C:28](Cl)=[O:29].IC1C=CC=CC=1C(NCCN1C(=O)CC(=O)NC2C3C(C=CC1=2)=CC=CC=3)=O, predict the reaction product. The product is: [F:25][C:26]1[CH:34]=[CH:33][CH:32]=[CH:31][C:27]=1[C:28]([NH:1][C:2]1[CH:7]=[CH:6][C:5]([N:8]2[C:14](=[O:15])[CH2:13][C:12](=[O:16])[NH:11][C:10]3[C:17]4[C:22]([CH:23]=[CH:24][C:9]2=3)=[CH:21][CH:20]=[CH:19][CH:18]=4)=[CH:4][CH:3]=1)=[O:29]. (2) The product is: [NH2:28][C:5]1[C:4]([NH:31][C:32]2[CH:37]=[CH:36][C:35]([I:38])=[CH:34][C:33]=2[F:39])=[CH:3][C:2]([F:1])=[CH:27][C:6]=1[O:7][C:8]1[CH:9]=[C:10]([CH:24]=[CH:25][CH:26]=1)[CH2:11][NH:12][S:13]([NH:16][C:17](=[O:23])[O:18][C:19]([CH3:22])([CH3:21])[CH3:20])(=[O:15])=[O:14]. Given the reactants [F:1][C:2]1[CH:3]=[C:4]([NH:31][C:32]2[CH:37]=[CH:36][C:35]([I:38])=[CH:34][C:33]=2[F:39])[C:5]([N+:28]([O-])=O)=[C:6]([CH:27]=1)[O:7][C:8]1[CH:9]=[C:10]([CH:24]=[CH:25][CH:26]=1)[CH2:11][NH:12][S:13]([NH:16][C:17](=[O:23])[O:18][C:19]([CH3:22])([CH3:21])[CH3:20])(=[O:15])=[O:14].S(S([O-])=O)([O-])=O.[Na+].[Na+], predict the reaction product. (3) Given the reactants [F:1][C:2]([F:20])([F:19])[C:3]1[CH:8]=[CH:7][C:6]([CH:9]2[C:18]3[C:13](=[CH:14][CH:15]=[CH:16][CH:17]=3)[CH2:12][CH2:11][NH:10]2)=[CH:5][CH:4]=1.CCN(C(C)C)C(C)C.C(Cl)Cl.[C:33]([O:37][C:38](O[C:38]([O:37][C:33]([CH3:36])([CH3:35])[CH3:34])=[O:39])=[O:39])([CH3:36])([CH3:35])[CH3:34], predict the reaction product. The product is: [F:20][C:2]([F:1])([F:19])[C:3]1[CH:4]=[CH:5][C:6]([CH:9]2[C:18]3[C:13](=[CH:14][CH:15]=[CH:16][CH:17]=3)[CH2:12][CH2:11][N:10]2[C:38]([O:37][C:33]([CH3:36])([CH3:35])[CH3:34])=[O:39])=[CH:7][CH:8]=1. (4) Given the reactants [CH3:1][C:2]1[N:11]([C:12]2[CH:17]=[CH:16][CH:15]=[C:14]([C:18]([F:21])([F:20])[F:19])[CH:13]=2)[C:10](=[O:22])[C:9]2[C:4](=[CH:5][CH:6]=[CH:7][C:8]=2[N+:23]([O-])=O)[N:3]=1.O.[SH-].[Na+], predict the reaction product. The product is: [NH2:23][C:8]1[CH:7]=[CH:6][CH:5]=[C:4]2[C:9]=1[C:10](=[O:22])[N:11]([C:12]1[CH:17]=[CH:16][CH:15]=[C:14]([C:18]([F:21])([F:20])[F:19])[CH:13]=1)[C:2]([CH3:1])=[N:3]2. (5) Given the reactants Br[C:2]1[CH:3]=[CH:4][C:5]2[C:9]([Cl:10])=[C:8]([C:11]3[NH:12][CH2:13][CH2:14][N:15]=3)[S:7][C:6]=2[CH:16]=1.[S:17]1[CH:21]=[CH:20][CH:19]=[C:18]1B(O)O, predict the reaction product. The product is: [Cl:10][C:9]1[C:5]2[CH:4]=[CH:3][C:2]([C:18]3[S:17][CH:21]=[CH:20][CH:19]=3)=[CH:16][C:6]=2[S:7][C:8]=1[C:11]1[NH:12][CH2:13][CH2:14][N:15]=1. (6) The product is: [C:1]([C:3]1[CH:4]=[C:5]2[C:10](=[CH:11][C:12]=1[O:13][C:14]1[CH:22]=[CH:21][C:17]([C:18](=[O:20])[NH:41][CH2:40][C@@H:39]([C:33]3[CH:38]=[CH:37][CH:36]=[CH:35][CH:34]=3)[CH3:42])=[CH:16][CH:15]=1)[O:9][CH2:8][CH2:7][CH:6]2[C:23]([O:25][CH3:26])=[O:24])#[N:2]. Given the reactants [C:1]([C:3]1[CH:4]=[C:5]2[C:10](=[CH:11][C:12]=1[O:13][C:14]1[CH:22]=[CH:21][C:17]([C:18]([OH:20])=O)=[CH:16][CH:15]=1)[O:9][CH2:8][CH2:7][CH:6]2[C:23]([O:25][CH3:26])=[O:24])#[N:2].C(Cl)(=O)C(Cl)=O.[C:33]1([C@@H:39]([CH3:42])[CH2:40][NH2:41])[CH:38]=[CH:37][CH:36]=[CH:35][CH:34]=1.N1C=CC=CC=1, predict the reaction product.